Regression. Given a peptide amino acid sequence and an MHC pseudo amino acid sequence, predict their binding affinity value. This is MHC class I binding data. From a dataset of Peptide-MHC class I binding affinity with 185,985 pairs from IEDB/IMGT. (1) The peptide sequence is FLESGAVKY. The MHC is HLA-A01:01 with pseudo-sequence HLA-A01:01. The binding affinity (normalized) is 0.248. (2) The peptide sequence is EELKSLYNTV. The MHC is HLA-A26:01 with pseudo-sequence HLA-A26:01. The binding affinity (normalized) is 0.0847. (3) The peptide sequence is IQAVFGFSL. The MHC is HLA-A01:01 with pseudo-sequence HLA-A01:01. The binding affinity (normalized) is 0.0847. (4) The MHC is HLA-B44:03 with pseudo-sequence HLA-B44:03. The binding affinity (normalized) is 0.168. The peptide sequence is PEIWLQLNTL. (5) The peptide sequence is STQSVLCVKK. The MHC is HLA-A33:01 with pseudo-sequence HLA-A33:01. The binding affinity (normalized) is 1.00. (6) The peptide sequence is LWSYNAELL. The MHC is HLA-A29:02 with pseudo-sequence HLA-A29:02. The binding affinity (normalized) is 0.148.